This data is from Catalyst prediction with 721,799 reactions and 888 catalyst types from USPTO. The task is: Predict which catalyst facilitates the given reaction. (1) Reactant: [I:1][C:2]1[CH:3]=[C:4]([CH:8]=[N:9][C:10]([O:12][Si](C)(C)C)=[CH2:11])[CH:5]=[CH:6][CH:7]=1.C(OC([N:24]1[C:32]2[C:27](=[CH:28][CH:29]=[C:30]([Cl:33])[CH:31]=2)/[C:26](=[CH:34]/[C:35]2[CH:40]=[CH:39][CH:38]=[C:37]([Cl:41])[CH:36]=2)/[C:25]1=[O:42])=O)(C)(C)C. Product: [Cl:33][C:30]1[CH:31]=[C:32]2[NH:24][C:25](=[O:42])[C:26]3([CH:34]([C:35]4[CH:40]=[CH:39][CH:38]=[C:37]([Cl:41])[CH:36]=4)[CH2:12][C:10](=[O:11])[NH:9][CH:8]3[C:4]3[CH:5]=[CH:6][CH:7]=[C:2]([I:1])[CH:3]=3)[C:27]2=[CH:28][CH:29]=1. The catalyst class is: 11. (2) Reactant: [CH2:1](I)[CH3:2].[C:4]([O:8][C@@H:9]([C:13]1[C:22]([CH3:23])=[CH:21][C:20]2[C:15](=[CH:16][CH:17]=[CH:18][CH:19]=2)[C:14]=1[Cl:24])[C:10]([OH:12])=[O:11])([CH3:7])([CH3:6])[CH3:5].C([O-])([O-])=O.[Cs+].[Cs+].C(OCC)(=O)C. Product: [C:4]([O:8][C@@H:9]([C:13]1[C:22]([CH3:23])=[CH:21][C:20]2[C:15](=[CH:16][CH:17]=[CH:18][CH:19]=2)[C:14]=1[Cl:24])[C:10]([O:12][CH2:1][CH3:2])=[O:11])([CH3:7])([CH3:6])[CH3:5]. The catalyst class is: 3.